Dataset: NCI-60 drug combinations with 297,098 pairs across 59 cell lines. Task: Regression. Given two drug SMILES strings and cell line genomic features, predict the synergy score measuring deviation from expected non-interaction effect. (1) Drug 1: C1=CC(=CC=C1C#N)C(C2=CC=C(C=C2)C#N)N3C=NC=N3. Drug 2: CCCCCOC(=O)NC1=NC(=O)N(C=C1F)C2C(C(C(O2)C)O)O. Cell line: CCRF-CEM. Synergy scores: CSS=-6.08, Synergy_ZIP=2.45, Synergy_Bliss=2.96, Synergy_Loewe=-12.1, Synergy_HSA=-11.6. (2) Drug 2: C1=CC(=CC=C1C#N)C(C2=CC=C(C=C2)C#N)N3C=NC=N3. Cell line: EKVX. Drug 1: C1=NC2=C(N1)C(=S)N=C(N2)N. Synergy scores: CSS=27.5, Synergy_ZIP=-7.79, Synergy_Bliss=-2.15, Synergy_Loewe=-7.61, Synergy_HSA=-1.39. (3) Drug 1: C1=NC2=C(N=C(N=C2N1C3C(C(C(O3)CO)O)O)F)N. Drug 2: CC1CCC2CC(C(=CC=CC=CC(CC(C(=O)C(C(C(=CC(C(=O)CC(OC(=O)C3CCCCN3C(=O)C(=O)C1(O2)O)C(C)CC4CCC(C(C4)OC)OCCO)C)C)O)OC)C)C)C)OC. Cell line: IGROV1. Synergy scores: CSS=5.30, Synergy_ZIP=-0.904, Synergy_Bliss=-0.752, Synergy_Loewe=-69.3, Synergy_HSA=-1.49. (4) Drug 1: CCCCC(=O)OCC(=O)C1(CC(C2=C(C1)C(=C3C(=C2O)C(=O)C4=C(C3=O)C=CC=C4OC)O)OC5CC(C(C(O5)C)O)NC(=O)C(F)(F)F)O. Drug 2: C(CCl)NC(=O)N(CCCl)N=O. Cell line: OVCAR-8. Synergy scores: CSS=12.5, Synergy_ZIP=-4.79, Synergy_Bliss=-1.28, Synergy_Loewe=-20.3, Synergy_HSA=-1.42. (5) Drug 1: C1C(C(OC1N2C=NC(=NC2=O)N)CO)O. Drug 2: CC1CCCC2(C(O2)CC(NC(=O)CC(C(C(=O)C(C1O)C)(C)C)O)C(=CC3=CSC(=N3)C)C)C. Cell line: RPMI-8226. Synergy scores: CSS=68.3, Synergy_ZIP=0.0383, Synergy_Bliss=-1.03, Synergy_Loewe=-2.27, Synergy_HSA=1.57. (6) Drug 1: C1CN1P(=S)(N2CC2)N3CC3. Drug 2: CC1=C2C(C(=O)C3(C(CC4C(C3C(C(C2(C)C)(CC1OC(=O)C(C(C5=CC=CC=C5)NC(=O)C6=CC=CC=C6)O)O)OC(=O)C7=CC=CC=C7)(CO4)OC(=O)C)O)C)OC(=O)C. Cell line: A549. Synergy scores: CSS=32.3, Synergy_ZIP=-5.19, Synergy_Bliss=3.10, Synergy_Loewe=0.589, Synergy_HSA=3.36. (7) Drug 1: CCCCC(=O)OCC(=O)C1(CC(C2=C(C1)C(=C3C(=C2O)C(=O)C4=C(C3=O)C=CC=C4OC)O)OC5CC(C(C(O5)C)O)NC(=O)C(F)(F)F)O. Drug 2: C1=CC=C(C=C1)NC(=O)CCCCCCC(=O)NO. Cell line: SNB-75. Synergy scores: CSS=57.1, Synergy_ZIP=7.51, Synergy_Bliss=10.8, Synergy_Loewe=11.0, Synergy_HSA=12.6. (8) Drug 1: C(=O)(N)NO. Drug 2: C1=NNC2=C1C(=O)NC=N2. Cell line: T-47D. Synergy scores: CSS=1.29, Synergy_ZIP=0.578, Synergy_Bliss=-3.02, Synergy_Loewe=-0.839, Synergy_HSA=-2.52.